This data is from Reaction yield outcomes from USPTO patents with 853,638 reactions. The task is: Predict the reaction yield, written as a fraction of the theoretical maximum amount of product (1.0 means a 100% yield; for example, 0.34 means a 34% yield). (1) The reactants are [C:1]([C:3]1[CH:4]=[C:5]([N:19]2[C:23]3=[N:24][CH:25]=[CH:26][CH:27]=[C:22]3[C:21]([C:28]([O:30]C)=O)=[N:20]2)[CH:6]=[C:7]([C:9]#[C:10][C@:11]2([OH:18])[CH2:15][CH2:14][N:13]([CH3:16])[C:12]2=[O:17])[CH:8]=1)#[N:2].[NH3:32]. The catalyst is CO. The product is [C:1]([C:3]1[CH:4]=[C:5]([N:19]2[C:23]3=[N:24][CH:25]=[CH:26][CH:27]=[C:22]3[C:21]([C:28]([NH2:32])=[O:30])=[N:20]2)[CH:6]=[C:7]([C:9]#[C:10][C@:11]2([OH:18])[CH2:15][CH2:14][N:13]([CH3:16])[C:12]2=[O:17])[CH:8]=1)#[N:2]. The yield is 0.330. (2) The reactants are Br[C:2]1[CH:7]=[CH:6][C:5]([C:8]2[NH:9][C:10](=[O:24])[C:11]3[N:16]([CH:17]4[CH2:22][CH2:21][CH2:20][CH2:19][CH2:18]4)[N:15]=[C:14]([CH3:23])[C:12]=3[N:13]=2)=[C:4]([O:25][CH3:26])[CH:3]=1.C1(C)C=CC=CC=1P(C1C=CC=CC=1C)C1C=CC=CC=1C.C(N(CC)CC)C.[C:56]([O:60][CH3:61])(=[O:59])[CH:57]=[CH2:58]. The catalyst is C([O-])(=O)C.[Pd+2].C([O-])(=O)C.O.CN(C)C=O. The product is [CH:17]1([N:16]2[C:11]3[C:10](=[O:24])[NH:9][C:8]([C:5]4[CH:6]=[CH:7][C:2](/[CH:58]=[CH:57]/[C:56]([O:60][CH3:61])=[O:59])=[CH:3][C:4]=4[O:25][CH3:26])=[N:13][C:12]=3[C:14]([CH3:23])=[N:15]2)[CH2:22][CH2:21][CH2:20][CH2:19][CH2:18]1. The yield is 0.850. (3) The reactants are [OH:1][C:2]1[CH:3]=[CH:4][C:5]([NH:8][C:9]([C:11]2[C:12](=[O:24])[N:13]([C:18]3[CH:23]=[CH:22][CH:21]=[CH:20][CH:19]=3)[N:14]([CH3:17])[C:15]=2[CH3:16])=[O:10])=[N:6][CH:7]=1.CC(C)([O-])C.[K+].Cl[C:32]1[CH:37]=[CH:36][N:35]=[C:34]([C:38]([NH2:40])=[O:39])[CH:33]=1. The catalyst is CN(C=O)C.O. The product is [CH3:17][N:14]1[C:15]([CH3:16])=[C:11]([C:9]([NH:8][C:5]2[N:6]=[CH:7][C:2]([O:1][C:32]3[CH:37]=[CH:36][N:35]=[C:34]([C:38]([NH2:40])=[O:39])[CH:33]=3)=[CH:3][CH:4]=2)=[O:10])[C:12](=[O:24])[N:13]1[C:18]1[CH:19]=[CH:20][CH:21]=[CH:22][CH:23]=1. The yield is 0.440. (4) The product is [CH3:32][O:33][C:34](=[O:52])[C:35]([C:38]1[CH:43]=[CH:42][C:41]([O:44][CH2:45][C:46]2[CH:47]=[CH:48][CH:49]=[CH:50][CH:51]=2)=[CH:40][CH:39]=1)([O:37][C:57]1[CH:58]=[CH:59][C:54]([Cl:53])=[CH:55][CH:56]=1)[CH3:36]. The catalyst is C1COCC1. The yield is 0.600. The reactants are C1(P(C2C=CC=CC=2)C2C=CC=CC=2)C=CC=CC=1.CCOC(/N=N/C(OCC)=O)=O.[CH3:32][O:33][C:34](=[O:52])[C:35]([C:38]1[CH:43]=[CH:42][C:41]([O:44][CH2:45][C:46]2[CH:51]=[CH:50][CH:49]=[CH:48][CH:47]=2)=[CH:40][CH:39]=1)([OH:37])[CH3:36].[Cl:53][C:54]1[CH:59]=[CH:58][C:57](O)=[CH:56][CH:55]=1. (5) The reactants are [Cl:1][C:2]1[C:10]2[C:5](=[N:6][CH:7]=[CH:8][C:9]=2[C:11]2[N:12]=[C:13]([N:24]3[CH2:29][CH2:28][N:27](C(OC(C)(C)C)=O)[CH2:26][CH2:25]3)[C:14]3[C:20]([CH:21]4[CH2:23][CH2:22]4)=[CH:19][N:18]=[CH:17][C:15]=3[N:16]=2)[NH:4][C:3]=1[CH3:37].Cl.O1CCOCC1. The catalyst is CO. The product is [Cl:1][C:2]1[C:10]2[C:5](=[N:6][CH:7]=[CH:8][C:9]=2[C:11]2[N:12]=[C:13]([N:24]3[CH2:29][CH2:28][NH:27][CH2:26][CH2:25]3)[C:14]3[C:20]([CH:21]4[CH2:23][CH2:22]4)=[CH:19][N:18]=[CH:17][C:15]=3[N:16]=2)[NH:4][C:3]=1[CH3:37]. The yield is 0.440.